This data is from Reaction yield outcomes from USPTO patents with 853,638 reactions. The task is: Predict the reaction yield, written as a fraction of the theoretical maximum amount of product (1.0 means a 100% yield; for example, 0.34 means a 34% yield). The reactants are CC(C[AlH]CC(C)C)C.[CH2:10]([O:12][C:13]1[N:23]=[CH:22][C:21]([S:24]([N:27]2[CH2:32][CH2:31][N:30]([CH2:33][CH3:34])[CH2:29][CH2:28]2)(=[O:26])=[O:25])=[CH:20][C:14]=1[C:15](OCC)=[O:16])[CH3:11].O.C(OCC)(=O)C. The catalyst is C1(C)C=CC=CC=1. The product is [CH2:10]([O:12][C:13]1[N:23]=[CH:22][C:21]([S:24]([N:27]2[CH2:28][CH2:29][N:30]([CH2:33][CH3:34])[CH2:31][CH2:32]2)(=[O:26])=[O:25])=[CH:20][C:14]=1[CH:15]=[O:16])[CH3:11]. The yield is 0.360.